Dataset: Catalyst prediction with 721,799 reactions and 888 catalyst types from USPTO. Task: Predict which catalyst facilitates the given reaction. Reactant: C(N(CC)CC)C.[CH:8]([C:10]1[C:18]2[C:13](=[CH:14][CH:15]=[CH:16][CH:17]=2)[N:12](C(OC(C)(C)C)=O)[CH:11]=1)=[O:9].[CH3:26][O:27][C:28]1[CH:29]=[C:30]([N:34]=[CH:35][C:36]2[CH:37]=[C:38]([CH:41]=[CH:42][CH:43]=2)[C:39]#[N:40])[CH:31]=[CH:32][CH:33]=1. Product: [NH:12]1[C:13]2[C:18](=[CH:17][CH:16]=[CH:15][CH:14]=2)[C:10]([C:8](=[O:9])[CH:35]([C:36]2[CH:37]=[C:38]([CH:41]=[CH:42][CH:43]=2)[C:39]#[N:40])[NH:34][C:30]2[CH:31]=[CH:32][CH:33]=[C:28]([O:27][CH3:26])[CH:29]=2)=[CH:11]1. The catalyst class is: 433.